Dataset: Reaction yield outcomes from USPTO patents with 853,638 reactions. Task: Predict the reaction yield, written as a fraction of the theoretical maximum amount of product (1.0 means a 100% yield; for example, 0.34 means a 34% yield). (1) The reactants are [NH2:1][C:2]1[CH:3]=[C:4]([S:9]([OH:12])(=[O:11])=[O:10])[CH:5]=[CH:6][C:7]=1[OH:8].Cl.C1(O)C=CC=CC=1.[N:21]([O-])=O.[Na+].[OH:25][C:26]1[CH:31]=[CH:30][C:29]([CH2:32][CH2:33][C:34]([OH:36])=[O:35])=[CH:28][CH:27]=1.[OH-].[Na+].C([O-])(=O)C.[Na+]. The catalyst is O. The product is [OH:25][C:26]1[CH:27]=[CH:28][C:29]([CH2:32][CH2:33][C:34]([OH:36])=[O:35])=[CH:30][C:31]=1[N:21]=[N:1][C:2]1[CH:3]=[C:4]([S:9]([OH:12])(=[O:10])=[O:11])[CH:5]=[CH:6][C:7]=1[OH:8]. The yield is 0.00200. (2) The reactants are [C:1]([C:5]1[CH:6]=[C:7]([NH2:27])[N:8]([C:10]2[CH:15]=[CH:14][C:13]([Cl:16])=[C:12]([O:17][CH2:18][CH2:19][O:20][CH:21]3[CH2:26][CH2:25][CH2:24][CH2:23][O:22]3)[CH:11]=2)[N:9]=1)([CH3:4])([CH3:3])[CH3:2].[OH-].[Na+].Cl[C:31]([O:33][CH2:34][C:35]([Cl:38])([Cl:37])[Cl:36])=[O:32]. The catalyst is CCOC(C)=O. The product is [Cl:36][C:35]([Cl:38])([Cl:37])[CH2:34][O:33][C:31](=[O:32])[NH:27][C:7]1[N:8]([C:10]2[CH:15]=[CH:14][C:13]([Cl:16])=[C:12]([O:17][CH2:18][CH2:19][O:20][CH:21]3[CH2:26][CH2:25][CH2:24][CH2:23][O:22]3)[CH:11]=2)[N:9]=[C:5]([C:1]([CH3:4])([CH3:2])[CH3:3])[CH:6]=1. The yield is 1.00. (3) The reactants are C([O:5][C:6]([C@:8]12[C@@H:13]([C:14]3[CH:19]=[CH:18][CH:17]=[CH:16][CH:15]=3)[C@H:12]1[CH2:11][O:10][C:9]2=[O:20])=[O:7])(C)(C)C.FC(F)(F)C(O)=O.ClC(Cl)C. No catalyst specified. The product is [O:20]=[C:9]1[O:10][CH2:11][C@@H:12]2[C@@:8]1([C:6]([OH:7])=[O:5])[C@@H:13]2[C:14]1[CH:19]=[CH:18][CH:17]=[CH:16][CH:15]=1. The yield is 0.980. (4) The reactants are Cl[C:2]1[N:3]=[C:4]([N:18]2[CH2:23][CH2:22][O:21][CH2:20][CH2:19]2)[C:5]2[CH:10]=[C:9]([CH2:11][N:12]([CH3:17])[S:13]([CH3:16])(=[O:15])=[O:14])[S:8][C:6]=2[N:7]=1.B(O)(O)[C:25]1[CH:33]=[N:32][C:28]2[NH:29][CH:30]=[CH:31][C:27]=2[CH:26]=1. No catalyst specified. The product is [CH3:17][N:12]([S:13]([CH3:16])(=[O:15])=[O:14])[CH2:11][C:9]1[S:8][C:6]2[N:7]=[C:2]([C:25]3[CH:26]=[C:27]4[CH:31]=[CH:30][NH:29][C:28]4=[N:32][CH:33]=3)[N:3]=[C:4]([N:18]3[CH2:23][CH2:22][O:21][CH2:20][CH2:19]3)[C:5]=2[CH:10]=1. The yield is 0.0600. (5) The reactants are C(OC(=O)[NH:10][CH2:11][CH:12]1[CH2:16][C:15]2[CH:17]=[CH:18][CH:19]=[C:20]([C:21]3[CH:26]=[CH:25][CH:24]=[C:23]([F:27])[CH:22]=3)[C:14]=2[O:13]1)C1C=CC=CC=1. The catalyst is [Pd]. The product is [F:27][C:23]1[CH:22]=[C:21]([C:20]2[C:14]3[O:13][CH:12]([CH2:11][NH2:10])[CH2:16][C:15]=3[CH:17]=[CH:18][CH:19]=2)[CH:26]=[CH:25][CH:24]=1. The yield is 0.810. (6) The reactants are [NH:1]1[CH:5]=[CH:4][N:3]=[CH:2]1.[CH3:6][O:7][C:8]1[CH:15]=[CH:14][C:11]([CH2:12]Cl)=[CH:10][CH:9]=1. The catalyst is C(#N)C. The product is [CH3:6][O:7][C:8]1[CH:15]=[CH:14][C:11]([CH2:12][N:1]2[CH:5]=[CH:4][N:3]=[CH:2]2)=[CH:10][CH:9]=1. The yield is 0.690. (7) The reactants are [C:1]([O:5][C:6]([C:8]1[CH:9]=[C:10]([S:19]([NH2:22])(=[O:21])=[O:20])[C:11]2[C:16]([C:17]=1[OH:18])=[CH:15][CH:14]=[CH:13][CH:12]=2)=[O:7])([CH3:4])([CH3:3])[CH3:2].[Cl:23][C:24]1[CH:25]=[C:26]([NH:40][C:41](OC2C=CC=CC=2)=[O:42])[C:27](=[CH:38][CH:39]=1)[C:28]([O:30][CH2:31][C:32]1[CH:37]=[CH:36][CH:35]=[CH:34][CH:33]=1)=[O:29]. No catalyst specified. The product is [C:1]([O:5][C:6]([C:8]1[CH:9]=[C:10]([S:19]([NH:22][C:41]([NH:40][C:26]2[CH:25]=[C:24]([Cl:23])[CH:39]=[CH:38][C:27]=2[C:28]([O:30][CH2:31][C:32]2[CH:37]=[CH:36][CH:35]=[CH:34][CH:33]=2)=[O:29])=[O:42])(=[O:20])=[O:21])[C:11]2[C:16](=[CH:15][CH:14]=[CH:13][CH:12]=2)[C:17]=1[OH:18])=[O:7])([CH3:4])([CH3:2])[CH3:3]. The yield is 0.730.